From a dataset of Forward reaction prediction with 1.9M reactions from USPTO patents (1976-2016). Predict the product of the given reaction. (1) Given the reactants [CH:1]1([C:4]2[N:8]=[C:7]([C:9]3[C:10]4[CH2:20][CH2:19][CH2:18][CH2:17][C:11]=4[S:12][C:13]=3[N:14]=[C:15]=[O:16])[O:6][N:5]=2)[CH2:3][CH2:2]1.[OH:21][C@H:22]1[CH2:26][NH:25][C@@H:24]([C:27]([OH:29])=[O:28])[CH2:23]1, predict the reaction product. The product is: [CH:1]1([C:4]2[N:8]=[C:7]([C:9]3[C:10]4[CH2:20][CH2:19][CH2:18][CH2:17][C:11]=4[S:12][C:13]=3[NH:14][C:15]([N:25]3[CH2:26][C@H:22]([OH:21])[CH2:23][C@@H:24]3[C:27]([OH:29])=[O:28])=[O:16])[O:6][N:5]=2)[CH2:2][CH2:3]1. (2) Given the reactants [NH2:1][CH2:2][CH2:3][CH2:4][CH2:5][CH2:6][CH2:7][CH2:8][C:9]([OH:11])=[O:10].[O:12](C(OC(C)(C)C)=O)[C:13]([O:15][C:16]([CH3:19])([CH3:18])[CH3:17])=O.C(N(CC)CC)C, predict the reaction product. The product is: [C:13]([NH:1][CH2:2][CH2:3][CH2:4][CH2:5][CH2:6][CH2:7][CH2:8][C:9]([OH:11])=[O:10])([O:15][C:16]([CH3:19])([CH3:18])[CH3:17])=[O:12]. (3) Given the reactants [Cl:1][C:2]1[CH:3]=[C:4]([CH:9]2[O:14][CH2:13][CH2:12][NH:11][CH2:10]2)[CH:5]=[C:6]([Cl:8])[CH:7]=1.Cl[C:16]1[C:25]2[C:20](=[CH:21][C:22]([O:28][CH3:29])=[C:23]([O:26][CH3:27])[CH:24]=2)[N:19]=[CH:18][N:17]=1, predict the reaction product. The product is: [CH3:27][O:26][C:23]1[CH:24]=[C:25]2[C:20](=[CH:21][C:22]=1[O:28][CH3:29])[N:19]=[CH:18][N:17]=[C:16]2[N:11]1[CH2:12][CH2:13][O:14][CH:9]([C:4]2[CH:3]=[C:2]([Cl:1])[CH:7]=[C:6]([Cl:8])[CH:5]=2)[CH2:10]1. (4) The product is: [Cl:27][C:24]1[CH:23]=[CH:22][C:21]([C@H:20]2[N:19]3[C:15]([S:16][C:17]([C:31]([N:33]4[CH2:37][CH2:36][CH2:35][C@H:34]4[C:38]([N:40]4[CH2:45][CH2:44][O:43][CH2:42][CH2:41]4)=[O:39])=[O:32])=[C:18]3[CH:28]([CH3:30])[CH3:29])=[N:14][C@:13]2([C:10]2[CH:9]=[CH:8][C:7]([C:4]#[N:5])=[CH:12][CH:11]=2)[CH3:46])=[CH:26][CH:25]=1. Given the reactants [Cu]([C:4]#[N:5])C#N.Br[C:7]1[CH:12]=[CH:11][C:10]([C@@:13]2([CH3:46])[C@@H:20]([C:21]3[CH:26]=[CH:25][C:24]([Cl:27])=[CH:23][CH:22]=3)[N:19]3[C:15]([S:16][C:17]([C:31]([N:33]4[CH2:37][CH2:36][CH2:35][C@H:34]4[C:38]([N:40]4[CH2:45][CH2:44][O:43][CH2:42][CH2:41]4)=[O:39])=[O:32])=[C:18]3[CH:28]([CH3:30])[CH3:29])=[N:14]2)=[CH:9][CH:8]=1.[OH-].[Na+], predict the reaction product. (5) Given the reactants CC([O-])(C)C.[K+].CC1C=CC(S([CH2:17][N+:18]#[C-])(=O)=O)=CC=1.[CH:20]([C:22]1[C:30]([O:31][CH3:32])=[CH:29][C:28]([CH3:33])=[C:27]2[C:23]=1[CH:24]=[CH:25][N:26]2C(OC(C)(C)C)=O)=O.CO, predict the reaction product. The product is: [CH3:32][O:31][C:30]1[C:22]([CH2:20][C:17]#[N:18])=[C:23]2[C:27](=[C:28]([CH3:33])[CH:29]=1)[NH:26][CH:25]=[CH:24]2. (6) Given the reactants [Cl:1][C:2]1[CH:7]=[CH:6][C:5]([CH:8]2[CH2:14][CH2:13][N:12]([CH3:15])[C:11](=[O:16])[C:10]3[S:17][C:18](I)=[CH:19][C:9]2=3)=[CH:4][CH:3]=1.C(=O)([O-])[O-].[Cs+].[Cs+].[NH:27]1[CH2:32][CH2:31][O:30][CH2:29][CH2:28]1, predict the reaction product. The product is: [Cl:1][C:2]1[CH:7]=[CH:6][C:5]([CH:8]2[CH2:14][CH2:13][N:12]([CH3:15])[C:11](=[O:16])[C:10]3[S:17][C:18]([N:27]4[CH2:32][CH2:31][O:30][CH2:29][CH2:28]4)=[CH:19][C:9]2=3)=[CH:4][CH:3]=1.